Dataset: Merck oncology drug combination screen with 23,052 pairs across 39 cell lines. Task: Regression. Given two drug SMILES strings and cell line genomic features, predict the synergy score measuring deviation from expected non-interaction effect. (1) Drug 1: O=C(NOCC(O)CO)c1ccc(F)c(F)c1Nc1ccc(I)cc1F. Drug 2: CCc1cnn2c(NCc3ccc[n+]([O-])c3)cc(N3CCCCC3CCO)nc12. Cell line: T47D. Synergy scores: synergy=-15.7. (2) Drug 1: Nc1ccn(C2OC(CO)C(O)C2(F)F)c(=O)n1. Drug 2: Cn1cc(-c2cnn3c(N)c(Br)c(C4CCCNC4)nc23)cn1. Cell line: ZR751. Synergy scores: synergy=26.8. (3) Drug 1: O=P1(N(CCCl)CCCl)NCCCO1. Drug 2: C#Cc1cccc(Nc2ncnc3cc(OCCOC)c(OCCOC)cc23)c1. Cell line: NCIH1650. Synergy scores: synergy=-7.65. (4) Drug 1: COC12C(COC(N)=O)C3=C(C(=O)C(C)=C(N)C3=O)N1CC1NC12. Drug 2: Cn1cc(-c2cnn3c(N)c(Br)c(C4CCCNC4)nc23)cn1. Cell line: SKMEL30. Synergy scores: synergy=66.8. (5) Drug 1: O=S1(=O)NC2(CN1CC(F)(F)F)C1CCC2Cc2cc(C=CCN3CCC(C(F)(F)F)CC3)ccc2C1. Drug 2: COC12C(COC(N)=O)C3=C(C(=O)C(C)=C(N)C3=O)N1CC1NC12. Cell line: UWB1289BRCA1. Synergy scores: synergy=3.04. (6) Drug 1: COC12C(COC(N)=O)C3=C(C(=O)C(C)=C(N)C3=O)N1CC1NC12. Drug 2: COC1=C2CC(C)CC(OC)C(O)C(C)C=C(C)C(OC(N)=O)C(OC)C=CC=C(C)C(=O)NC(=CC1=O)C2=O. Cell line: PA1. Synergy scores: synergy=4.25. (7) Drug 1: Cc1nc(Nc2ncc(C(=O)Nc3c(C)cccc3Cl)s2)cc(N2CCN(CCO)CC2)n1. Drug 2: COC1CC2CCC(C)C(O)(O2)C(=O)C(=O)N2CCCCC2C(=O)OC(C(C)CC2CCC(OP(C)(C)=O)C(OC)C2)CC(=O)C(C)C=C(C)C(O)C(OC)C(=O)C(C)CC(C)C=CC=CC=C1C. Cell line: A2780. Synergy scores: synergy=98.7.